From a dataset of Full USPTO retrosynthesis dataset with 1.9M reactions from patents (1976-2016). Predict the reactants needed to synthesize the given product. Given the product [F:34][C:32]1[CH:31]=[C:4]([CH:3]=[C:2]([F:1])[CH:33]=1)[CH2:5][C:6]1[S:10][C:9]([NH:11][C:12]([C:14]2[CH:30]=[CH:29][C:17]([O:18][C@@H:19]3[CH2:20][CH2:21][C@H:22]([C:25]([OH:27])=[O:26])[CH2:23][CH2:24]3)=[CH:16][CH:15]=2)=[O:13])=[N:8][N:7]=1, predict the reactants needed to synthesize it. The reactants are: [F:1][C:2]1[CH:3]=[C:4]([CH:31]=[C:32]([F:34])[CH:33]=1)[CH2:5][C:6]1[S:10][C:9]([NH:11][C:12]([C:14]2[CH:30]=[CH:29][C:17]([O:18][CH:19]3[CH2:24][CH2:23][CH:22]([C:25]([O:27]C)=[O:26])[CH2:21][CH2:20]3)=[CH:16][CH:15]=2)=[O:13])=[N:8][N:7]=1.O.[OH-].[Li+].